Task: Predict the reaction yield, written as a fraction of the theoretical maximum amount of product (1.0 means a 100% yield; for example, 0.34 means a 34% yield).. Dataset: Reaction yield outcomes from USPTO patents with 853,638 reactions (1) The reactants are Cl.[NH2:2][CH2:3][C:4]1[CH:12]=[CH:11][CH:10]=[C:9]2[C:5]=1[C:6](=[O:22])[N:7]([CH:14]1[CH2:19][CH2:18][C:17](=[O:20])[NH:16][C:15]1=[O:21])[C:8]2=[O:13].C(N(C(C)C)CC)(C)C.[F:32][C:33]1[CH:34]=[C:35]([CH:39]=[CH:40][C:41]=1[F:42])[C:36](Cl)=[O:37]. The catalyst is C(Cl)Cl. The product is [O:21]=[C:15]1[CH:14]([N:7]2[C:6](=[O:22])[C:5]3[C:9](=[CH:10][CH:11]=[CH:12][C:4]=3[CH2:3][NH:2][C:36](=[O:37])[C:35]3[CH:39]=[CH:40][C:41]([F:42])=[C:33]([F:32])[CH:34]=3)[C:8]2=[O:13])[CH2:19][CH2:18][C:17](=[O:20])[NH:16]1. The yield is 0.750. (2) The reactants are [Cl:1][C:2]1[C:10]([N+:11]([O-])=O)=[CH:9][CH:8]=[C:7]([Cl:14])[C:3]=1[C:4]([OH:6])=[O:5].[NH4+].[Cl-]. The catalyst is C1COCC1.[Zn]. The product is [NH2:11][C:10]1[C:2]([Cl:1])=[C:3]([C:7]([Cl:14])=[CH:8][CH:9]=1)[C:4]([OH:6])=[O:5]. The yield is 0.755. (3) The yield is 0.850. The catalyst is CN(C)C=O. The product is [CH:18]1([C:16]([NH:15][C:13]2[N:14]=[C:9]3[CH:8]=[CH:7][C:6]([O:5][C:4]4[CH:3]=[C:2]([NH:1][C:32]([C:30]5[CH:29]=[CH:28][CH:27]=[C:26]([C:25]([F:36])([F:24])[F:35])[N:31]=5)=[O:33])[CH:23]=[CH:22][CH:21]=4)=[N:11][N:10]3[CH:12]=2)=[O:17])[CH2:20][CH2:19]1. The reactants are [NH2:1][C:2]1[CH:3]=[C:4]([CH:21]=[CH:22][CH:23]=1)[O:5][C:6]1[CH:7]=[CH:8][C:9]2[N:10]([CH:12]=[C:13]([NH:15][C:16]([CH:18]3[CH2:20][CH2:19]3)=[O:17])[N:14]=2)[N:11]=1.[F:24][C:25]([F:36])([F:35])[C:26]1[N:31]=[C:30]([C:32](O)=[O:33])[CH:29]=[CH:28][CH:27]=1.Cl.CN(C)CCCN=C=NCC.ON1C2C=CC=CC=2N=N1.[Cl-].[NH4+]. (4) The reactants are [Cl:1][C:2]1[N:10](CC=C)[C:9]2[C:8](=[O:14])[NH:7][C:6](=[O:15])[N:5]([CH2:16][CH2:17][CH3:18])[C:4]=2[N:3]=1.[C:19]1([CH2:25][C:26]2[N:30]=[C:29]([CH2:31][CH2:32][CH2:33]O)[O:28][N:27]=2)[CH:24]=[CH:23][CH:22]=[CH:21][CH:20]=1.C1C=CC(P(C2C=CC=CC=2)C2C=CC=CC=2)=CC=1.C1C=CC(COC(/N=N/C(OCC2C=CC=CC=2)=O)=O)=CC=1.N1CCOCC1. The catalyst is C1COCC1.C1C=CC([P]([Pd]([P](C2C=CC=CC=2)(C2C=CC=CC=2)C2C=CC=CC=2)([P](C2C=CC=CC=2)(C2C=CC=CC=2)C2C=CC=CC=2)[P](C2C=CC=CC=2)(C2C=CC=CC=2)C2C=CC=CC=2)(C2C=CC=CC=2)C2C=CC=CC=2)=CC=1. The product is [Cl:1][C:2]1[NH:10][C:9]2[C:8](=[O:14])[N:7]([CH2:33][CH2:32][CH2:31][C:29]3[O:28][N:27]=[C:26]([CH2:25][C:19]4[CH:24]=[CH:23][CH:22]=[CH:21][CH:20]=4)[N:30]=3)[C:6](=[O:15])[N:5]([CH2:16][CH2:17][CH3:18])[C:4]=2[N:3]=1. The yield is 0.230. (5) The reactants are Cl[C:2]1[CH:7]=[C:6]([C:8]#[N:9])[CH:5]=[C:4]([Cl:10])[N:3]=1.[F:11][C:12]([F:23])([F:22])[C:13]1[N:18]=[CH:17][C:16](B(O)O)=[CH:15][CH:14]=1.C(Cl)Cl.C(=O)([O-])[O-].[Na+].[Na+]. The catalyst is C1C=CC(P(C2C=CC=CC=2)[C-]2C=CC=C2)=CC=1.C1C=CC(P(C2C=CC=CC=2)[C-]2C=CC=C2)=CC=1.Cl[Pd]Cl.[Fe+2].O1CCOCC1.O. The product is [Cl:10][C:4]1[CH:5]=[C:6]([C:8]#[N:9])[CH:7]=[C:2]([C:16]2[CH:17]=[N:18][C:13]([C:12]([F:23])([F:22])[F:11])=[CH:14][CH:15]=2)[N:3]=1. The yield is 0.320. (6) The yield is 0.860. The reactants are [NH:1]1[C:5]2[CH2:6][CH2:7][CH2:8][CH2:9][C:4]=2[N:3]=[C:2]1[NH:10]C(=O)C.O.OS(O)(=O)=O. The product is [NH:1]1[C:5]2[CH2:6][CH2:7][CH2:8][CH2:9][C:4]=2[N:3]=[C:2]1[NH2:10]. The catalyst is CO. (7) The reactants are [Br:1][C:2]1[CH:3]=[C:4]2[C:8](=[CH:9][CH:10]=1)[NH:7][C:6](=[O:11])[C:5]2=[CH:12][C:13]1[NH:17][C:16]([CH:18]([CH3:20])[CH3:19])=[C:15]([C:21](O)=[O:22])[C:14]=1[C:24]1[CH:29]=[CH:28][CH:27]=[CH:26][CH:25]=1.[N:30]1([CH2:35][CH2:36][CH2:37][NH2:38])[CH2:34][CH2:33][CH2:32][CH2:31]1. No catalyst specified. The product is [N:30]1([CH2:35][CH2:36][CH2:37][NH:38][C:21]([C:15]2[C:14]([C:24]3[CH:29]=[CH:28][CH:27]=[CH:26][CH:25]=3)=[C:13]([CH:12]=[C:5]3[C:4]4[C:8](=[CH:9][CH:10]=[C:2]([Br:1])[CH:3]=4)[NH:7][C:6]3=[O:11])[NH:17][C:16]=2[CH:18]([CH3:20])[CH3:19])=[O:22])[CH2:34][CH2:33][CH2:32][CH2:31]1. The yield is 0.660. (8) The reactants are I[C:2]1[C:10]2[C:5](=[CH:6][CH:7]=[C:8]([NH:11][C:12](=[O:24])[CH:13]([N:19]3[CH2:23][CH2:22][CH2:21][CH2:20]3)[C:14]3[CH:18]=[CH:17][S:16][CH:15]=3)[CH:9]=2)[NH:4][N:3]=1.[CH3:25][N:26]([C:33]1[CH:38]=[CH:37][C:36](B2OC(C)(C)C(C)(C)O2)=[CH:35][CH:34]=1)[CH:27]1[CH2:32][CH2:31][O:30][CH2:29][CH2:28]1.C([O-])([O-])=O.[Na+].[Na+]. The catalyst is CCO.C1C=CC([P]([Pd]([P](C2C=CC=CC=2)(C2C=CC=CC=2)C2C=CC=CC=2)([P](C2C=CC=CC=2)(C2C=CC=CC=2)C2C=CC=CC=2)[P](C2C=CC=CC=2)(C2C=CC=CC=2)C2C=CC=CC=2)(C2C=CC=CC=2)C2C=CC=CC=2)=CC=1. The product is [CH3:25][N:26]([CH:27]1[CH2:32][CH2:31][O:30][CH2:29][CH2:28]1)[C:33]1[CH:38]=[CH:37][C:36]([C:2]2[C:10]3[C:5](=[CH:6][CH:7]=[C:8]([NH:11][C:12](=[O:24])[CH:13]([N:19]4[CH2:23][CH2:22][CH2:21][CH2:20]4)[C:14]4[CH:18]=[CH:17][S:16][CH:15]=4)[CH:9]=3)[NH:4][N:3]=2)=[CH:35][CH:34]=1. The yield is 0.290. (9) The reactants are C([O:3][C:4]([C:6]1[NH:7][CH:8]=[N:9][C:10]=1[C:11]([CH3:15])([CH3:14])[CH:12]=[CH2:13])=O)C.[H-].[Al+3].[Li+].[H-].[H-].[H-].O. The catalyst is C1COCC1. The product is [CH3:15][C:11]([C:10]1[N:9]=[CH:8][NH:7][C:6]=1[CH2:4][OH:3])([CH3:14])[CH:12]=[CH2:13]. The yield is 1.02. (10) The reactants are [Cl:1][C:2]1[CH:3]=[C:4]([CH:20]=[CH:21][CH:22]=1)[C:5]([C@@H:7]1[CH2:12][CH2:11][CH2:10][N:9]([C:13]([O:15][C:16]([CH3:19])([CH3:18])[CH3:17])=[O:14])[CH2:8]1)=[O:6].C1(C)C=CC=CC=1. The catalyst is C1COCC1.C(OCC)(=O)C. The product is [Cl:1][C:2]1[CH:3]=[C:4]([C@H:5]([OH:6])[C@@H:7]2[CH2:12][CH2:11][CH2:10][N:9]([C:13]([O:15][C:16]([CH3:18])([CH3:17])[CH3:19])=[O:14])[CH2:8]2)[CH:20]=[CH:21][CH:22]=1. The yield is 0.350.